Task: Predict the reaction yield, written as a fraction of the theoretical maximum amount of product (1.0 means a 100% yield; for example, 0.34 means a 34% yield).. Dataset: Reaction yield outcomes from USPTO patents with 853,638 reactions The reactants are [F:1][C:2]([F:41])([F:40])[C:3]1[CH:4]=[C:5]([C@H:13]2[O:17][C:16](=[O:18])[N:15]([CH2:19][C:20]3[C:21]([NH:30][CH:31]4[CH2:36][CH2:35][S:34][CH:33]([CH2:37][CH3:38])[CH2:32]4)=[N:22][CH:23]=[C:24]([C:26]([F:29])([F:28])[F:27])[CH:25]=3)[C@H:14]2[CH3:39])[CH:6]=[C:7]([C:9]([F:12])([F:11])[F:10])[CH:8]=1.[OH:42]O. The catalyst is ClCCl. The product is [F:10][C:9]([F:12])([F:11])[C:7]1[CH:6]=[C:5]([C@H:13]2[O:17][C:16](=[O:18])[N:15]([CH2:19][C:20]3[C:21]([NH:30][CH:31]4[CH2:36][CH2:35][S:34](=[O:42])[CH:33]([CH2:37][CH3:38])[CH2:32]4)=[N:22][CH:23]=[C:24]([C:26]([F:28])([F:29])[F:27])[CH:25]=3)[C@H:14]2[CH3:39])[CH:4]=[C:3]([C:2]([F:1])([F:40])[F:41])[CH:8]=1. The yield is 0.780.